This data is from NCI-60 drug combinations with 297,098 pairs across 59 cell lines. The task is: Regression. Given two drug SMILES strings and cell line genomic features, predict the synergy score measuring deviation from expected non-interaction effect. (1) Drug 1: CC1=C2C(C(=O)C3(C(CC4C(C3C(C(C2(C)C)(CC1OC(=O)C(C(C5=CC=CC=C5)NC(=O)OC(C)(C)C)O)O)OC(=O)C6=CC=CC=C6)(CO4)OC(=O)C)OC)C)OC. Drug 2: C1CCC(C(C1)N)N.C(=O)(C(=O)[O-])[O-].[Pt+4]. Cell line: UACC-257. Synergy scores: CSS=23.7, Synergy_ZIP=5.35, Synergy_Bliss=6.98, Synergy_Loewe=-8.02, Synergy_HSA=6.32. (2) Drug 2: C1=NC2=C(N1)C(=S)N=C(N2)N. Synergy scores: CSS=61.1, Synergy_ZIP=-4.60, Synergy_Bliss=-3.80, Synergy_Loewe=1.83, Synergy_HSA=3.72. Cell line: OVCAR-8. Drug 1: C1CN1C2=NC(=NC(=N2)N3CC3)N4CC4. (3) Cell line: SK-MEL-28. Synergy scores: CSS=22.2, Synergy_ZIP=0.604, Synergy_Bliss=2.20, Synergy_Loewe=-27.5, Synergy_HSA=-0.0622. Drug 1: C1CNP(=O)(OC1)N(CCCl)CCCl. Drug 2: N.N.Cl[Pt+2]Cl. (4) Drug 1: C1CC(=O)NC(=O)C1N2CC3=C(C2=O)C=CC=C3N. Drug 2: CC(CN1CC(=O)NC(=O)C1)N2CC(=O)NC(=O)C2. Cell line: M14. Synergy scores: CSS=17.6, Synergy_ZIP=3.53, Synergy_Bliss=7.56, Synergy_Loewe=7.48, Synergy_HSA=7.07. (5) Drug 1: C1=CC(=CC=C1CCC2=CNC3=C2C(=O)NC(=N3)N)C(=O)NC(CCC(=O)O)C(=O)O. Drug 2: C1=CC(=C2C(=C1NCCNCCO)C(=O)C3=C(C=CC(=C3C2=O)O)O)NCCNCCO. Cell line: HCT-15. Synergy scores: CSS=66.5, Synergy_ZIP=-5.24, Synergy_Bliss=-5.31, Synergy_Loewe=-0.869, Synergy_HSA=1.39. (6) Drug 1: C1=CC(=CC=C1C#N)C(C2=CC=C(C=C2)C#N)N3C=NC=N3. Drug 2: C(CC(=O)O)C(=O)CN.Cl. Cell line: CCRF-CEM. Synergy scores: CSS=13.7, Synergy_ZIP=-4.72, Synergy_Bliss=-2.77, Synergy_Loewe=0.780, Synergy_HSA=0.780.